This data is from hERG Central: cardiac toxicity at 1µM, 10µM, and general inhibition. The task is: Predict hERG channel inhibition at various concentrations. The drug is Cc1nc2c(C)cccc2c2c1CCN2c1ccccc1F. Results: hERG_inhib (hERG inhibition (general)): blocker.